Predict which catalyst facilitates the given reaction. From a dataset of Catalyst prediction with 721,799 reactions and 888 catalyst types from USPTO. (1) Reactant: C([O:4][C:5]1[CH:6]=[C:7]2[C:12](=[CH:13][CH:14]=1)[N:11]=[CH:10][N:9]=[C:8]2[Cl:15])(=O)C. Product: [Cl:15][C:8]1[C:7]2[C:12](=[CH:13][CH:14]=[C:5]([OH:4])[CH:6]=2)[N:11]=[CH:10][N:9]=1. The catalyst class is: 547. (2) Reactant: [C:1]([O:5][C:6]([N:8]1[CH2:12][CH2:11][C@@H:10]([C:13]#[N:14])[CH2:9]1)=[O:7])([CH3:4])([CH3:3])[CH3:2].Cl.[NH2:16][OH:17].C([O-])(O)=O.[Na+]. Product: [C:1]([O:5][C:6]([N:8]1[CH2:12][CH2:11][C@@H:10]([C:13](=[NH:14])[NH:16][OH:17])[CH2:9]1)=[O:7])([CH3:4])([CH3:3])[CH3:2]. The catalyst class is: 5. (3) Reactant: [S:1](=[O:31])(=[O:30])([O:3][CH2:4][C@H:5]1[CH2:9][C@@H:8]([NH:10][C:11]2[N:16]3[N:17]=[C:18]([C:20]4[CH:25]=[CH:24][CH:23]=[CH:22][CH:21]=4)[CH:19]=[C:15]3[N:14]=[C:13](Cl)[C:12]=2[CH3:27])[C@H:7]([OH:28])[C@@H:6]1[OH:29])[NH2:2]. Product: [S:1](=[O:31])(=[O:30])([O:3][CH2:4][C@H:5]1[CH2:9][C@@H:8]([NH:10][C:11]2[N:16]3[N:17]=[C:18]([C:20]4[CH:25]=[CH:24][CH:23]=[CH:22][CH:21]=4)[CH:19]=[C:15]3[N:14]=[CH:13][C:12]=2[CH3:27])[C@H:7]([OH:28])[C@@H:6]1[OH:29])[NH2:2]. The catalyst class is: 304. (4) Reactant: Br[CH2:2][C:3]1[C:8]([F:9])=[CH:7][CH:6]=[CH:5][C:4]=1[N:10]1[C:14](=[O:15])[N:13]([CH3:16])[N:12]=[N:11]1.[Cl:17][C:18]1[CH:23]=[CH:22][C:21]([N:24]2[CH:28]=[CH:27][C:26]([OH:29])=[N:25]2)=[CH:20][CH:19]=1.C(=O)([O-])[O-].[K+].[K+].C(#N)C. Product: [Cl:17][C:18]1[CH:19]=[CH:20][C:21]([N:24]2[CH:28]=[CH:27][C:26]([O:29][CH2:2][C:3]3[C:8]([F:9])=[CH:7][CH:6]=[CH:5][C:4]=3[N:10]3[C:14](=[O:15])[N:13]([CH3:16])[N:12]=[N:11]3)=[N:25]2)=[CH:22][CH:23]=1. The catalyst class is: 6. (5) Reactant: Cl.C[O:3][C:4]1(OC)[C:12]2[C:7](=[CH:8][CH:9]=[C:10]([S:13][CH2:14][CH2:15][C:16]3[CH:25]=[CH:24][C:19]([C:20]([O:22][CH3:23])=[O:21])=[CH:18][CH:17]=3)[CH:11]=2)[N:6]([CH2:26][CH2:27][CH2:28][CH3:29])[C:5]1=[O:30]. Product: [O:30]=[C:5]1[C:4](=[O:3])[C:12]2[C:7](=[CH:8][CH:9]=[C:10]([S:13][CH2:14][CH2:15][C:16]3[CH:17]=[CH:18][C:19]([C:20]([O:22][CH3:23])=[O:21])=[CH:24][CH:25]=3)[CH:11]=2)[N:6]1[CH2:26][CH2:27][CH2:28][CH3:29]. The catalyst class is: 21. (6) Reactant: F[C:2]1[CH:9]=[C:8]([F:10])[CH:7]=[C:6](OC)[C:3]=1[C:4]#[N:5].[OH2:13].[NH2:14][NH2:15].[CH3:16]C(O)=O.CCOC(C)=O. Product: [F:10][C:8]1[CH:9]=[C:2]2[C:3]([C:4]([NH2:5])=[N:14][NH:15]2)=[C:6]([O:13][CH3:16])[CH:7]=1. The catalyst class is: 729. (7) Reactant: [H-].[Na+].[CH2:3]([OH:6])[CH2:4][CH3:5].Cl[C:8]1[N:9]=[C:10]([C:18]2[CH:23]=[CH:22][C:21]([F:24])=[C:20]([C:25]([F:28])([F:27])[F:26])[CH:19]=2)[C:11]2[CH:16]=[C:15]([CH3:17])[S:14][C:12]=2[N:13]=1. Product: [F:24][C:21]1[CH:22]=[CH:23][C:18]([C:10]2[C:11]3[CH:16]=[C:15]([CH3:17])[S:14][C:12]=3[N:13]=[C:8]([O:6][CH2:3][CH2:4][CH3:5])[N:9]=2)=[CH:19][C:20]=1[C:25]([F:26])([F:27])[F:28].[CH3:17][C:15]1[S:14][C:12]2[N:13]=[C:8]([O:6][CH2:3][CH2:4][CH3:5])[N:9]=[C:10]([C:18]3[CH:23]=[CH:22][C:21]([O:6][CH2:3][CH2:4][CH3:5])=[C:20]([C:25]([F:28])([F:27])[F:26])[CH:19]=3)[C:11]=2[CH:16]=1. The catalyst class is: 1.